From a dataset of Full USPTO retrosynthesis dataset with 1.9M reactions from patents (1976-2016). Predict the reactants needed to synthesize the given product. (1) Given the product [NH2:13][C:11]1[CH:12]=[C:7]2[CH:6]=[C:5]([C:3]([O:2][CH3:1])=[O:4])[S:17][C:8]2=[N:9][CH:10]=1, predict the reactants needed to synthesize it. The reactants are: [CH3:1][O:2][C:3]([C:5]1[S:17][C:8]2=[N+:9]([O-])[CH:10]=[C:11]([N+:13]([O-])=O)[CH:12]=[C:7]2[CH:6]=1)=[O:4]. (2) Given the product [NH2:35][CH2:34][CH2:33][CH2:32][NH:31][CH2:30][CH2:29][CH2:28][CH2:27][NH:26][CH2:25][CH2:24][CH2:8][NH2:9], predict the reactants needed to synthesize it. The reactants are: C([CH:8]([CH2:24][CH2:25][NH:26][CH2:27][CH2:28][CH2:29][CH2:30][NH:31][CH2:32][CH2:33][CH2:34][NH2:35])[N:9](C(OC(C)(C)C)=O)C(OC(C)(C)C)=O)(OC(C)(C)C)=O.N(CCCI)=[N+]=[N-]. (3) Given the product [F:20][CH:16]([F:21])[O:14][C:10]1[CH:11]=[N:12][C:13]2[C:8]([CH:9]=1)=[CH:7][CH:6]=[CH:5][C:4]=2[N+:1]([O-:3])=[O:2], predict the reactants needed to synthesize it. The reactants are: [N+:1]([C:4]1[CH:5]=[CH:6][CH:7]=[C:8]2[C:13]=1[N:12]=[CH:11][C:10]([OH:14])=[CH:9]2)([O-:3])=[O:2].Cl[C:16]([F:21])([F:20])C([O-])=O.[Na+].C(=O)([O-])[O-].[Na+].[Na+].ClCCl.